Dataset: Reaction yield outcomes from USPTO patents with 853,638 reactions. Task: Predict the reaction yield, written as a fraction of the theoretical maximum amount of product (1.0 means a 100% yield; for example, 0.34 means a 34% yield). (1) The reactants are [NH:1]1[CH:5]=[CH:4][CH:3]=[C:2]1[C:6]([OH:8])=O.C(Cl)(=O)C(Cl)=O.Cl.[CH3:16][O:17][NH:18][CH3:19]. The catalyst is C(Cl)Cl.CN(C=O)C.C(OCC)(=O)C. The product is [CH3:16][O:17][N:18]([CH3:19])[C:6]([C:2]1[NH:1][CH:5]=[CH:4][CH:3]=1)=[O:8]. The yield is 0.820. (2) The reactants are [C@@H:1]1([N:10]2[CH:17]=[CH:16][C:14](=[O:15])[NH:13][C:11]2=[O:12])[O:9][C@H:6]([CH2:7][OH:8])[C@@H:4]([OH:5])[C@H:2]1[OH:3].CN(C=O)C.[CH3:23][CH2:24][CH2:25][CH2:26][CH2:27][C:28](=O)[CH2:29][CH2:30][CH2:31][CH2:32][CH3:33].Cl. The catalyst is O1CCOCC1.C(OC(OCC)OCC)C. The product is [OH:8][CH2:7][C@@H:6]1[C@H:4]2[O:5][C:28]([CH2:29][CH2:30][CH2:31][CH2:32][CH3:33])([CH2:27][CH2:26][CH2:25][CH2:24][CH3:23])[O:3][C@H:2]2[C@H:1]([N:10]2[CH:17]=[CH:16][C:14](=[O:15])[NH:13][C:11]2=[O:12])[O:9]1. The yield is 0.870.